This data is from Catalyst prediction with 721,799 reactions and 888 catalyst types from USPTO. The task is: Predict which catalyst facilitates the given reaction. (1) Product: [CH2:1]([C:5]1([CH2:18][OH:19])[CH2:6][CH2:7][N:8]([C:11]([O:13][C:14]([CH3:16])([CH3:15])[CH3:17])=[O:12])[CH2:9][CH2:10]1)[CH2:2][CH:3]=[CH2:4]. The catalyst class is: 464. Reactant: [CH2:1]([C:5]1([C:18](OC)=[O:19])[CH2:10][CH2:9][N:8]([C:11]([O:13][C:14]([CH3:17])([CH3:16])[CH3:15])=[O:12])[CH2:7][CH2:6]1)[CH2:2][CH:3]=[CH2:4].[H-].[H-].[H-].[H-].[Li+].[Al+3].C1COCC1.O. (2) Reactant: [Br:1][C:2]1[CH:15]=[CH:14][C:13]2[O:12][C@@H:11]3[CH:6]([CH2:7][N:8]([CH2:16][C:17]4[CH:22]=[CH:21][C:20]([O:23][CH3:24])=[CH:19][CH:18]=4)[CH2:9][CH2:10]3)[C:5](=[O:25])[C:4]=2[CH:3]=1.C([O-])([O-])=O.[K+].[K+]. Product: [Br:1][C:2]1[CH:15]=[CH:14][C:13]2[O:12][C@@H:11]3[C@H:6]([CH2:7][N:8]([CH2:16][C:17]4[CH:22]=[CH:21][C:20]([O:23][CH3:24])=[CH:19][CH:18]=4)[CH2:9][CH2:10]3)[C:5](=[O:25])[C:4]=2[CH:3]=1. The catalyst class is: 100.